Dataset: Peptide-MHC class II binding affinity with 134,281 pairs from IEDB. Task: Regression. Given a peptide amino acid sequence and an MHC pseudo amino acid sequence, predict their binding affinity value. This is MHC class II binding data. The peptide sequence is AFKVAATAPNAAPAN. The MHC is HLA-DPA10103-DPB10301 with pseudo-sequence HLA-DPA10103-DPB10301. The binding affinity (normalized) is 0.567.